Dataset: Forward reaction prediction with 1.9M reactions from USPTO patents (1976-2016). Task: Predict the product of the given reaction. (1) Given the reactants [CH3:1][O:2][C:3]1[CH:12]=[CH:11][CH:10]=[C:9]2[C:4]=1[CH2:5][CH2:6][C:7](=[O:13])[NH:8]2.[CH3:14][O:15]C(Cl)Cl, predict the reaction product. The product is: [CH3:1][O:2][C:3]1[CH:12]=[CH:11][C:10]([CH:14]=[O:15])=[C:9]2[C:4]=1[CH2:5][CH2:6][C:7](=[O:13])[NH:8]2. (2) Given the reactants [C:1]([C:3]1[CH:11]=[C:10]2[C:6]([C:7]([C:28]([O:30]C)=O)=[N:8][N:9]2[C:12]2[CH:17]=[CH:16][CH:15]=[C:14]([C:18]#[C:19][C@:20]3([OH:27])[CH2:24][CH2:23][N:22]([CH3:25])[C:21]3=[O:26])[CH:13]=2)=[CH:5][CH:4]=1)#[N:2].[NH3:32], predict the reaction product. The product is: [C:1]([C:3]1[CH:11]=[C:10]2[C:6]([C:7]([C:28]([NH2:32])=[O:30])=[N:8][N:9]2[C:12]2[CH:17]=[CH:16][CH:15]=[C:14]([C:18]#[C:19][C@:20]3([OH:27])[CH2:24][CH2:23][N:22]([CH3:25])[C:21]3=[O:26])[CH:13]=2)=[CH:5][CH:4]=1)#[N:2].